From a dataset of TCR-epitope binding with 47,182 pairs between 192 epitopes and 23,139 TCRs. Binary Classification. Given a T-cell receptor sequence (or CDR3 region) and an epitope sequence, predict whether binding occurs between them. (1) The epitope is FLKEKGGL. The TCR CDR3 sequence is CASSQDPGQGSNEQFF. Result: 0 (the TCR does not bind to the epitope). (2) The epitope is FLPRVFSAV. The TCR CDR3 sequence is CASSFPEGWVTDTQYF. Result: 1 (the TCR binds to the epitope). (3) The epitope is KMQRMLLEK. The TCR CDR3 sequence is CASSLRRTDTQYF. Result: 0 (the TCR does not bind to the epitope). (4) The epitope is GLCTLVAML. The TCR CDR3 sequence is CASSLHRAEAFF. Result: 1 (the TCR binds to the epitope). (5) The epitope is KMQRMLLEK. The TCR CDR3 sequence is CASSPRRGSSYNEQFF. Result: 1 (the TCR binds to the epitope).